This data is from Reaction yield outcomes from USPTO patents with 853,638 reactions. The task is: Predict the reaction yield, written as a fraction of the theoretical maximum amount of product (1.0 means a 100% yield; for example, 0.34 means a 34% yield). (1) The catalyst is CO. The reactants are [Cl:1][C:2]1[CH:7]=[CH:6][C:5]([CH2:8][C:9]#[N:10])=[C:4]([F:11])[CH:3]=1.[Cl:12][C:13]1[CH:20]=[CH:19][C:16](C=O)=[CH:15][C:14]=1[F:21].[CH3:22][O-].[Na+]. The yield is 0.500. The product is [Cl:12][C:13]1[CH:20]=[C:19](/[CH:22]=[C:8](/[C:5]2[CH:6]=[CH:7][C:2]([Cl:1])=[CH:3][C:4]=2[F:11])\[C:9]#[N:10])[CH:16]=[CH:15][C:14]=1[F:21]. (2) The reactants are [Cl:1][C:2]1[CH:3]=[C:4]([NH:8][C:9]([CH:11]2[CH2:16][NH:15][CH2:14][CH2:13][N:12]2[C:17]2[C:18]3[N:26]=[C:25](Cl)[CH:24]=[CH:23][C:19]=3[N:20]=[CH:21][N:22]=2)=[O:10])[CH:5]=[CH:6][CH:7]=1.[CH3:28][O:29][C:30]1[CH:35]=[C:34](B2OC(C)(C)C(C)(C)O2)[CH:33]=[CH:32][C:31]=1[OH:45].C(=O)([O-])[O-].[K+].[K+]. The catalyst is O1CCOCC1.O. The product is [Cl:1][C:2]1[CH:3]=[C:4]([NH:8][C:9]([CH:11]2[CH2:16][NH:15][CH2:14][CH2:13][N:12]2[C:17]2[C:18]3[N:26]=[C:25]([C:34]4[CH:33]=[CH:32][C:31]([OH:45])=[C:30]([O:29][CH3:28])[CH:35]=4)[CH:24]=[CH:23][C:19]=3[N:20]=[CH:21][N:22]=2)=[O:10])[CH:5]=[CH:6][CH:7]=1. The yield is 0.540. (3) The reactants are I[C:2]1[CH:7]=[CH:6][C:5]([C:8]2([OH:18])[CH2:17][CH2:16][C:11]3([O:15][CH2:14][CH2:13][O:12]3)[CH2:10][CH2:9]2)=[CH:4][CH:3]=1.C([Mg]Cl)(C)C.Br[C:25]1[N:30]=[CH:29][CH:28]=[CH:27][N:26]=1. The catalyst is C1COCC1.CCOC(C)=O.C/C(/[O-])=C/C(C)=O.C/C(/[O-])=C/C(C)=O.[Ni+2].C1(P(C2C=CC=CC=2)CCCP(C2C=CC=CC=2)C2C=CC=CC=2)C=CC=CC=1. The product is [N:26]1[CH:27]=[CH:28][CH:29]=[N:30][C:25]=1[C:2]1[CH:7]=[CH:6][C:5]([C:8]2([OH:18])[CH2:17][CH2:16][C:11]3([O:15][CH2:14][CH2:13][O:12]3)[CH2:10][CH2:9]2)=[CH:4][CH:3]=1. The yield is 0.690. (4) The reactants are [C:1]1([CH3:11])[CH:6]=CC(S(O)(=O)=O)=C[CH:2]=1.C(OC(=O)C(=N[NH:19][C:20]1[CH:25]=[CH:24][C:23]([Cl:26])=[C:22]([Cl:27])[CH:21]=1)C)C.[C:29](=[O:32])([O-])[OH:30].[Na+].[CH2:34]([O:36]CC)[CH3:35]. The catalyst is C1C=CC=CC=1. The product is [CH2:34]([O:36][C:11]([C:1]1[NH:19][C:20]2[C:21]([CH:6]=1)=[C:22]([Cl:27])[C:23]([Cl:26])=[CH:24][CH:25]=2)=[O:30])[CH3:35].[CH2:34]([O:30][C:29]([C:1]1[NH:19][C:20]2[C:25]([CH:2]=1)=[CH:24][C:23]([Cl:26])=[C:22]([Cl:27])[CH:21]=2)=[O:32])[CH3:35]. The yield is 0.0800. (5) The reactants are [F:1][CH:2]([F:14])[O:3][C:4]1[CH:8]=[C:7]([C:9]([O:11][CH3:12])=[O:10])[N:6]([CH3:13])[N:5]=1.[Br:15]Br.O.S(=O)(O)[O-].[Na+]. The catalyst is C(Cl)(Cl)Cl. The product is [Br:15][C:8]1[C:4]([O:3][CH:2]([F:1])[F:14])=[N:5][N:6]([CH3:13])[C:7]=1[C:9]([O:11][CH3:12])=[O:10]. The yield is 0.820. (6) The reactants are CC1C=C(N2CCN(CCOC3C=CC=CC=3)C2=O)SC=1C(O)=O.[F:25][C:26]1[CH:47]=[CH:46][C:29]([CH2:30][N:31]2[CH2:35][CH2:34][N:33]([C:36]3[S:40][C:39]([C:41](O)=[O:42])=[C:38]([CH3:44])[CH:37]=3)[C:32]2=[O:45])=[CH:28][CH:27]=1.[CH3:48][C:49]1[CH:53]=[CH:52][S:51][C:50]=1[CH2:54][NH2:55]. The yield is 0.730. The product is [F:25][C:26]1[CH:27]=[CH:28][C:29]([CH2:30][N:31]2[CH2:35][CH2:34][N:33]([C:36]3[S:40][C:39]([C:41]([NH:55][CH2:54][C:50]4[S:51][CH:52]=[CH:53][C:49]=4[CH3:48])=[O:42])=[C:38]([CH3:44])[CH:37]=3)[C:32]2=[O:45])=[CH:46][CH:47]=1. No catalyst specified. (7) The reactants are C(=O)([O-])O.[Na+].[OH:6][CH2:7][CH2:8][C:9]1[CH:14]=[CH:13][C:12]([CH:15]2[CH2:20][CH2:19][N:18]([C:21]([O:23][C:24]([CH3:27])([CH3:26])[CH3:25])=[O:22])[CH2:17][CH:16]2[O:28][CH2:29][C:30]2[CH:39]=[CH:38][C:37]3[C:32](=[CH:33][CH:34]=[CH:35][CH:36]=3)[CH:31]=2)=[CH:11][CH:10]=1.[O-]Cl.[Na+]. The catalyst is O.C(Cl)Cl.[Br-].[K+]. The product is [CH:31]1[C:32]2[C:37](=[CH:36][CH:35]=[CH:34][CH:33]=2)[CH:38]=[CH:39][C:30]=1[CH2:29][O:28][CH:16]1[CH:15]([C:12]2[CH:11]=[CH:10][C:9]([CH2:8][CH:7]=[O:6])=[CH:14][CH:13]=2)[CH2:20][CH2:19][N:18]([C:21]([O:23][C:24]([CH3:27])([CH3:26])[CH3:25])=[O:22])[CH2:17]1. The yield is 0.750.